Dataset: NCI-60 drug combinations with 297,098 pairs across 59 cell lines. Task: Regression. Given two drug SMILES strings and cell line genomic features, predict the synergy score measuring deviation from expected non-interaction effect. (1) Drug 1: C1CN1C2=NC(=NC(=N2)N3CC3)N4CC4. Drug 2: CN(C(=O)NC(C=O)C(C(C(CO)O)O)O)N=O. Cell line: SF-268. Synergy scores: CSS=16.2, Synergy_ZIP=-8.01, Synergy_Bliss=-0.190, Synergy_Loewe=-11.7, Synergy_HSA=0.199. (2) Cell line: RXF 393. Synergy scores: CSS=12.8, Synergy_ZIP=-3.00, Synergy_Bliss=2.81, Synergy_Loewe=-15.6, Synergy_HSA=-0.658. Drug 2: CC1=C(N=C(N=C1N)C(CC(=O)N)NCC(C(=O)N)N)C(=O)NC(C(C2=CN=CN2)OC3C(C(C(C(O3)CO)O)O)OC4C(C(C(C(O4)CO)O)OC(=O)N)O)C(=O)NC(C)C(C(C)C(=O)NC(C(C)O)C(=O)NCCC5=NC(=CS5)C6=NC(=CS6)C(=O)NCCC[S+](C)C)O. Drug 1: CCCCCOC(=O)NC1=NC(=O)N(C=C1F)C2C(C(C(O2)C)O)O. (3) Drug 1: C1=NC2=C(N1)C(=S)N=CN2. Drug 2: CC1C(C(CC(O1)OC2CC(CC3=C2C(=C4C(=C3O)C(=O)C5=CC=CC=C5C4=O)O)(C(=O)C)O)N)O. Cell line: MOLT-4. Synergy scores: CSS=47.4, Synergy_ZIP=-7.86, Synergy_Bliss=-9.75, Synergy_Loewe=-33.3, Synergy_HSA=-7.06. (4) Drug 1: C1=CC(=CC=C1CCC2=CNC3=C2C(=O)NC(=N3)N)C(=O)NC(CCC(=O)O)C(=O)O. Drug 2: C1=CC=C(C=C1)NC(=O)CCCCCCC(=O)NO. Cell line: 786-0. Synergy scores: CSS=16.0, Synergy_ZIP=-9.04, Synergy_Bliss=-7.90, Synergy_Loewe=-10.9, Synergy_HSA=-5.29. (5) Drug 1: CC1=CC=C(C=C1)C2=CC(=NN2C3=CC=C(C=C3)S(=O)(=O)N)C(F)(F)F. Drug 2: CN(CCCl)CCCl.Cl. Cell line: NCI-H226. Synergy scores: CSS=0.454, Synergy_ZIP=-0.246, Synergy_Bliss=0.159, Synergy_Loewe=-1.77, Synergy_HSA=-1.05. (6) Drug 1: CC12CCC(CC1=CCC3C2CCC4(C3CC=C4C5=CN=CC=C5)C)O. Drug 2: C1=C(C(=O)NC(=O)N1)N(CCCl)CCCl. Cell line: K-562. Synergy scores: CSS=44.3, Synergy_ZIP=-0.384, Synergy_Bliss=2.47, Synergy_Loewe=3.69, Synergy_HSA=4.42.